From a dataset of Reaction yield outcomes from USPTO patents with 853,638 reactions. Predict the reaction yield, written as a fraction of the theoretical maximum amount of product (1.0 means a 100% yield; for example, 0.34 means a 34% yield). (1) The reactants are [C:1]([C:5]1[CH:10]=[CH:9][C:8]([C:11]2[N:15]([CH2:16][CH3:17])[N:14]=[C:13]([C:18](=O)[CH3:19])[C:12]=2[OH:21])=[CH:7][CH:6]=1)([CH3:4])([CH3:3])[CH3:2].[NH:22]([C:24]([NH:26][C:27]1[CH:35]=[CH:34][C:30]([C:31]([OH:33])=[O:32])=[CH:29][CH:28]=1)=[S:25])[NH2:23].CN(C)C=O. The catalyst is Cl.O. The product is [C:1]([C:5]1[CH:10]=[CH:9][C:8]([C:11]2[N:15]([CH2:16][CH3:17])[N:14]=[C:13]([C:18](=[N:23][NH:22][C:24]([NH:26][C:27]3[CH:35]=[CH:34][C:30]([C:31]([OH:33])=[O:32])=[CH:29][CH:28]=3)=[S:25])[CH3:19])[C:12]=2[OH:21])=[CH:7][CH:6]=1)([CH3:3])([CH3:2])[CH3:4]. The yield is 0.720. (2) The reactants are C(OC(=O)[NH:7][CH2:8][CH2:9][CH:10]([N:12]1[CH2:17][CH2:16][CH:15]([NH:18][CH:19]([C:22]2[CH:27]=[CH:26][CH:25]=[CH:24][CH:23]=2)[CH2:20][OH:21])[CH2:14][CH2:13]1)[CH3:11])(C)(C)C.FC(F)(F)C(O)=O.C(=O)([O-])[O-].[K+].[K+]. The catalyst is C(Cl)Cl. The product is [NH2:7][CH2:8][CH2:9][CH:10]([N:12]1[CH2:13][CH2:14][CH:15]([NH:18][CH:19]([C:22]2[CH:23]=[CH:24][CH:25]=[CH:26][CH:27]=2)[CH2:20][OH:21])[CH2:16][CH2:17]1)[CH3:11]. The yield is 0.890. (3) The reactants are [CH:1]1([N:4]2[CH2:12][C:11]3[C:6](=[CH:7][CH:8]=[C:9]([C:13]4[CH2:17][CH2:16][C@:15]([C:22]5[CH:27]=[CH:26][CH:25]=[C:24]([F:28])[C:23]=5[CH3:29])([C:18]([O:20][CH3:21])=[O:19])[CH:14]=4)[CH:10]=3)[C:5]2=[O:30])[CH2:3][CH2:2]1.C([O-])=O.[NH4+]. The catalyst is CCO.[Pd]. The product is [CH:1]1([N:4]2[CH2:12][C:11]3[C:6](=[CH:7][CH:8]=[C:9]([CH:13]4[CH2:17][CH2:16][C@:15]([C:22]5[CH:27]=[CH:26][CH:25]=[C:24]([F:28])[C:23]=5[CH3:29])([C:18]([O:20][CH3:21])=[O:19])[CH2:14]4)[CH:10]=3)[C:5]2=[O:30])[CH2:2][CH2:3]1. The yield is 0.890. (4) The reactants are [NH2:1][C:2]1[CH:10]=[C:9]([Cl:11])[CH:8]=[CH:7][C:3]=1[C:4]([OH:6])=[O:5].Cl[C:13](Cl)([O:15]C(=O)OC(Cl)(Cl)Cl)Cl. The catalyst is C(#N)C.ClCCl.O.N1C=CC=CC=1. The product is [Cl:11][C:9]1[CH:8]=[CH:7][C:3]2[C:4](=[O:6])[O:5][C:13](=[O:15])[NH:1][C:2]=2[CH:10]=1. The yield is 0.740. (5) The reactants are [OH:1][CH:2]1[CH2:9][CH:8]2[CH:4]([CH2:5][C:6](=[O:10])[CH2:7]2)[CH2:3]1.[C:11](OC(=O)C)(=[O:13])[CH3:12]. The catalyst is N1C=CC=CC=1.CN(C)C1C=CN=CC=1. The product is [C:11]([O:10][CH:6]1[CH2:7][CH:8]2[CH:4]([CH2:3][C:2](=[O:1])[CH2:9]2)[CH2:5]1)(=[O:13])[CH3:12]. The yield is 0.534. (6) The reactants are Cl[C:2]1[N:7]=[C:6]([NH:8][C:9]2[CH:18]=[CH:17][CH:16]=[CH:15][C:10]=2[C:11]([NH:13][CH3:14])=[O:12])[C:5]([Cl:19])=[CH:4][N:3]=1.[NH2:20][C:21]1[CH:22]=[CH:23][C:24]2[N:30]([CH3:31])[C:29](=[O:32])[O:28][CH2:27][CH2:26][C:25]=2[CH:33]=1. The catalyst is CC(O)C. The product is [Cl:19][C:5]1[C:6]([NH:8][C:9]2[CH:18]=[CH:17][CH:16]=[CH:15][C:10]=2[C:11]([NH:13][CH3:14])=[O:12])=[N:7][C:2]([NH:20][C:21]2[CH:22]=[CH:23][C:24]3[N:30]([CH3:31])[C:29](=[O:32])[O:28][CH2:27][CH2:26][C:25]=3[CH:33]=2)=[N:3][CH:4]=1. The yield is 0.710.